From a dataset of Full USPTO retrosynthesis dataset with 1.9M reactions from patents (1976-2016). Predict the reactants needed to synthesize the given product. (1) Given the product [F:27][C:24]([F:28])=[CH:25][CH2:26][O:15][C:14]([CH:10]1[CH2:11][CH2:12][CH2:13][N:8]([C:6]([O:5][C:1]([CH3:4])([CH3:2])[CH3:3])=[O:7])[CH2:9]1)=[O:16], predict the reactants needed to synthesize it. The reactants are: [C:1]([O:5][C:6]([N:8]1[CH2:13][CH2:12][CH2:11][CH:10]([C:14]([OH:16])=[O:15])[CH2:9]1)=[O:7])([CH3:4])([CH3:3])[CH3:2].C(=O)([O-])[O-].[K+].[K+].Br[C:24]([F:28])([F:27])[CH:25]=[CH2:26].O. (2) Given the product [CH3:36][O:35][C:29]1[CH:28]=[C:27]([CH:5]2[C:4](=[O:3])[N:20]([C:44]3[CH:43]=[CH:7][CH:6]=[CH:5][CH:4]=3)[C:8]3[N:9]=[C:10]([NH:13][C:27]4[CH:32]=[CH:31][CH:30]=[CH:29][CH:28]=4)[N:11]=[CH:12][C:7]=3[CH2:6]2)[CH:32]=[CH:31][C:30]=1[O:33][CH3:34], predict the reactants needed to synthesize it. The reactants are: C([O:3][C:4](=O)[CH:5]([C:27]1[CH:32]=[CH:31][C:30]([O:33][CH3:34])=[C:29]([O:35][CH3:36])[CH:28]=1)[CH2:6][C:7]1[C:8]([NH:20]C2C=CC=CC=2)=[N:9][C:10]([NH:13]C2C=CC=CC=2)=[N:11][CH:12]=1)C.S(=O)(=O)(O)O.[C:43](O)(=O)[CH3:44]. (3) Given the product [F:1][C:2]([F:33])([F:32])[C:3]1[CH:4]=[C:5]([CH:25]=[C:26]([C:28]([F:31])([F:30])[F:29])[CH:27]=1)[CH2:6][N:7]([CH3:24])[C:8](=[O:23])[C:9]1[C:14]([C:15]2[CH:20]=[CH:19][CH:18]=[CH:17][C:16]=2[CH3:21])=[CH:13][C:12]([C:34]([O:36][CH2:37][CH3:38])=[CH2:35])=[N:11][CH:10]=1, predict the reactants needed to synthesize it. The reactants are: [F:1][C:2]([F:33])([F:32])[C:3]1[CH:4]=[C:5]([CH:25]=[C:26]([C:28]([F:31])([F:30])[F:29])[CH:27]=1)[CH2:6][N:7]([CH3:24])[C:8](=[O:23])[C:9]1[C:14]([C:15]2[CH:20]=[CH:19][CH:18]=[CH:17][C:16]=2[CH3:21])=[CH:13][C:12](I)=[N:11][CH:10]=1.[CH2:34]([O:36][C:37]([Sn](CCCC)(CCCC)CCCC)=[CH2:38])[CH3:35].[F-].[K+].